This data is from Forward reaction prediction with 1.9M reactions from USPTO patents (1976-2016). The task is: Predict the product of the given reaction. (1) Given the reactants [NH2:1][C:2]1[CH:7]=[CH:6][C:5]([CH2:8][C:9]([N:11]2[CH2:20][CH2:19][C:18]3[C:13](=[C:14]([N:23]4[CH2:28][CH2:27][N:26]([CH3:29])[CH2:25][CH2:24]4)[CH:15]=[CH:16][C:17]=3[O:21][CH3:22])[CH2:12]2)=[O:10])=[CH:4][CH:3]=1.[CH3:30][O:31][C:32]1[CH:37]=[CH:36][C:35]([N:38]=[C:39]=[O:40])=[CH:34][CH:33]=1.C(N(CC)CC)C, predict the reaction product. The product is: [CH3:22][O:21][C:17]1[CH:16]=[CH:15][C:14]([N:23]2[CH2:28][CH2:27][N:26]([CH3:29])[CH2:25][CH2:24]2)=[C:13]2[C:18]=1[CH2:19][CH2:20][N:11]([C:9](=[O:10])[CH2:8][C:5]1[CH:4]=[CH:3][C:2]([NH:1][C:39]([NH:38][C:35]3[CH:36]=[CH:37][C:32]([O:31][CH3:30])=[CH:33][CH:34]=3)=[O:40])=[CH:7][CH:6]=1)[CH2:12]2. (2) Given the reactants Br[C:2]1[CH:3]=[C:4]([C:8]2[N:13]=[C:12]([CH:14]([F:16])[F:15])[CH:11]=[C:10]([C:17]3[CH:18]=[N:19][C:20]([C:23]([F:26])([F:25])[F:24])=[CH:21][CH:22]=3)[N:9]=2)[CH:5]=[CH:6][CH:7]=1.[C:27]([NH:31][S:32]([C:35]1[CH:36]=[C:37](B(O)O)[CH:38]=[CH:39][CH:40]=1)(=[O:34])=[O:33])([CH3:30])([CH3:29])[CH3:28], predict the reaction product. The product is: [C:27]([NH:31][S:32]([C:35]1[CH:40]=[C:39]([C:2]2[CH:7]=[CH:6][CH:5]=[C:4]([C:8]3[N:13]=[C:12]([CH:14]([F:15])[F:16])[CH:11]=[C:10]([C:17]4[CH:18]=[N:19][C:20]([C:23]([F:25])([F:26])[F:24])=[CH:21][CH:22]=4)[N:9]=3)[CH:3]=2)[CH:38]=[CH:37][CH:36]=1)(=[O:34])=[O:33])([CH3:30])([CH3:28])[CH3:29]. (3) Given the reactants [Br:1][C:2]1[CH:9]=[CH:8][C:5]([CH2:6][NH2:7])=[C:4]([F:10])[CH:3]=1.[CH2:11]([S:13](Cl)(=[O:15])=[O:14])[CH3:12], predict the reaction product. The product is: [Br:1][C:2]1[CH:9]=[CH:8][C:5]([CH2:6][NH:7][S:13]([CH2:11][CH3:12])(=[O:15])=[O:14])=[C:4]([F:10])[CH:3]=1. (4) Given the reactants [CH2:1]1[CH:9]2[N:4]([CH2:5][CH:6]=[C:7]([C:10]3[C:18]4[C:13](=[N:14][CH:15]=[CH:16][CH:17]=4)[NH:12][CH:11]=3)[CH2:8]2)[CH2:3][CH2:2]1.[CH:19]1[C:28]2[C:23](=[CH:24][CH:25]=[CH:26][CH:27]=2)[CH:22]=[CH:21][C:20]=1[S:29](Cl)(=[O:31])=[O:30].C[Si]([N-][Si](C)(C)C)(C)C.[Na+], predict the reaction product. The product is: [CH2:1]1[CH:9]2[N:4]([CH2:5][CH:6]=[C:7]([C:10]3[C:18]4[C:13](=[N:14][CH:15]=[CH:16][CH:17]=4)[N:12]([S:29]([C:20]4[CH:21]=[CH:22][C:23]5[C:28](=[CH:27][CH:26]=[CH:25][CH:24]=5)[CH:19]=4)(=[O:31])=[O:30])[CH:11]=3)[CH2:8]2)[CH2:3][CH2:2]1. (5) Given the reactants C(OC([N:8]1[CH2:11][CH:10]([NH:12][C:13]([C:16](=[O:18])[NH2:17])([CH3:15])[CH3:14])[CH2:9]1)=O)(C)(C)C.C(O)(C(F)(F)F)=O, predict the reaction product. The product is: [NH:8]1[CH2:11][CH:10]([NH:12][C:13]([CH3:15])([CH3:14])[C:16]([NH2:17])=[O:18])[CH2:9]1. (6) Given the reactants [CH:1]([C@H:14]1[N:19]2[CH2:20][CH2:21][N:22]([C:24](=[O:29])[C:25]([F:28])([F:27])[F:26])[CH2:23][C@H:18]2[CH2:17][NH:16][CH2:15]1)([C:8]1[CH:13]=[CH:12][CH:11]=[CH:10][CH:9]=1)[C:2]1[CH:7]=[CH:6][CH:5]=[CH:4][CH:3]=1.[CH2:30]([O:32][C:33]1[N:38]=[C:37]([O:39][CH3:40])[C:36]([CH:41]=O)=[C:35]([O:43][CH2:44][C:45]([F:48])([F:47])[F:46])[N:34]=1)[CH3:31].C(O[BH-](OC(=O)C)OC(=O)C)(=O)C.[Na+].C(=O)([O-])O.[Na+], predict the reaction product. The product is: [CH:1]([C@H:14]1[N:19]2[CH2:20][CH2:21][N:22]([C:24](=[O:29])[C:25]([F:28])([F:27])[F:26])[CH2:23][C@H:18]2[CH2:17][N:16]([CH2:41][C:36]2[C:37]([O:39][CH3:40])=[N:38][C:33]([O:32][CH2:30][CH3:31])=[N:34][C:35]=2[O:43][CH2:44][C:45]([F:47])([F:46])[F:48])[CH2:15]1)([C:8]1[CH:9]=[CH:10][CH:11]=[CH:12][CH:13]=1)[C:2]1[CH:3]=[CH:4][CH:5]=[CH:6][CH:7]=1. (7) Given the reactants [N:1]1[CH:6]=[CH:5][CH:4]=[N:3][C:2]=1[C:7]([OH:9])=O.C(C1NC=CN=1)(C1NC=CN=1)=O.[C:22]([O:28][CH2:29][CH3:30])(=[O:27])[CH2:23]C([O-])=O.C[Mg]Br.[N-]1C=CN=C1.Cl, predict the reaction product. The product is: [O:9]=[C:7]([C:2]1[N:1]=[CH:6][CH:5]=[CH:4][N:3]=1)[CH2:23][C:22]([O:28][CH2:29][CH3:30])=[O:27]. (8) Given the reactants [K].C(OC([N:9]1[CH2:14][CH2:13][N:12]([CH2:15][C:16]2[CH:21]=[CH:20][C:19]([C:22](=[O:36])/[CH:23]=[CH:24]/[C:25]3[CH:26]=[N:27][C:28](/[CH:31]=[CH:32]/[C:33]([OH:35])=O)=[CH:29][CH:30]=3)=[CH:18][CH:17]=2)[CH2:11][CH2:10]1)=O)(C)(C)C.C1C=CC2[N:45]([OH:46])N=NC=2C=1.C(Cl)CCl.NOC1CCCCO1, predict the reaction product. The product is: [OH:46][NH:45][C:33](=[O:35])/[CH:32]=[CH:31]/[C:28]1[CH:29]=[CH:30][C:25](/[CH:24]=[CH:23]/[C:22](=[O:36])[C:19]2[CH:20]=[CH:21][C:16]([CH2:15][N:12]3[CH2:13][CH2:14][NH:9][CH2:10][CH2:11]3)=[CH:17][CH:18]=2)=[CH:26][N:27]=1. (9) Given the reactants [BH4-].[Li+].C[Si](Cl)(C)C.[NH2:8][C@@H:9]([CH2:13][C:14]([CH3:17])([CH3:16])[CH3:15])[C:10](O)=[O:11], predict the reaction product. The product is: [NH2:8][C@@H:9]([CH2:13][C:14]([CH3:17])([CH3:16])[CH3:15])[CH2:10][OH:11].